Predict the reactants needed to synthesize the given product. From a dataset of Full USPTO retrosynthesis dataset with 1.9M reactions from patents (1976-2016). Given the product [F:8][C:5]1[N:6]=[CH:7][C:2]([C:11]2[S:10][CH:14]=[CH:13][N:12]=2)=[CH:3][CH:4]=1, predict the reactants needed to synthesize it. The reactants are: Br[C:2]1[CH:3]=[CH:4][C:5]([F:8])=[N:6][CH:7]=1.[Br-].[S:10]1[CH:14]=[CH:13][N:12]=[C:11]1[Zn+].C1COCC1.